Dataset: Forward reaction prediction with 1.9M reactions from USPTO patents (1976-2016). Task: Predict the product of the given reaction. (1) Given the reactants C(OC([N:8]1[CH2:13][CH2:12][N:11]([C:14]2[CH:19]=[CH:18][CH:17]=[CH:16][C:15]=2[CH:20]2[CH2:25][CH2:24][C:23]([CH2:28][CH3:29])([CH2:26][CH3:27])[CH2:22][CH2:21]2)[CH2:10][CH2:9]1)=O)(C)(C)C.FC(F)(F)C(O)=O.ClCCl.C(=O)([O-])[O-].[K+].[K+], predict the reaction product. The product is: [CH2:28]([C:23]1([CH2:26][CH3:27])[CH2:24][CH2:25][CH:20]([C:15]2[CH:16]=[CH:17][CH:18]=[CH:19][C:14]=2[N:11]2[CH2:10][CH2:9][NH:8][CH2:13][CH2:12]2)[CH2:21][CH2:22]1)[CH3:29]. (2) Given the reactants C[N:2]1CCN(C2C=CC(NC3C4N(N=CN=4)C(C4C=C(C(N)=O)SC=4)=CN=3)=CC=2)CC1.Br[C:33]1[N:38]2[N:39]=[CH:40][N:41]=[C:37]2[C:36]([NH:42][C:43]2[CH:58]=[CH:57][C:46]([C:47]([NH:49][CH2:50][C:51]3[CH:52]=[N:53][CH:54]=[CH:55][CH:56]=3)=[O:48])=[CH:45][CH:44]=2)=[N:35][CH:34]=1.[CH3:59][O:60][C:61]1[CH:66]=[C:65](B(O)O)[CH:64]=[CH:63][N:62]=1, predict the reaction product. The product is: [NH3:2].[CH3:59][O:60][C:61]1[CH:66]=[C:65]([C:33]2[N:38]3[N:39]=[CH:40][N:41]=[C:37]3[C:36]([NH:42][C:43]3[CH:58]=[CH:57][C:46]([C:47]([NH:49][CH2:50][C:51]4[CH:52]=[N:53][CH:54]=[CH:55][CH:56]=4)=[O:48])=[CH:45][CH:44]=3)=[N:35][CH:34]=2)[CH:64]=[CH:63][N:62]=1. (3) The product is: [CH2:1]([C@@H:8]([C:9]([NH:20][C:21]1[S:22][CH:23]=[C:24]([C:26]2[CH:27]=[CH:28][C:29]([C:30]#[N:31])=[CH:32][CH:33]=2)[N:25]=1)=[O:11])[CH2:12][C:13]([OH:15])=[O:14])[C:2]1[CH:3]=[CH:4][CH:5]=[CH:6][CH:7]=1. Given the reactants [CH2:1]([C@H:8]([CH2:12][C:13]([O:15]C(C)(C)C)=[O:14])[C:9]([OH:11])=O)[C:2]1[CH:7]=[CH:6][CH:5]=[CH:4][CH:3]=1.[NH2:20][C:21]1[S:22][CH:23]=[C:24]([C:26]2[CH:33]=[CH:32][C:29]([C:30]#[N:31])=[CH:28][CH:27]=2)[N:25]=1, predict the reaction product. (4) Given the reactants [Br:1][C:2]1[CH:7]=[CH:6][C:5]([CH:8]2[CH2:10][CH:9]2[CH2:11][C:12]([OH:14])=O)=[CH:4][CH:3]=1.C(N1C=CN=C1)(N1C=CN=C1)=O.O.[NH2:28][NH2:29], predict the reaction product. The product is: [Br:1][C:2]1[CH:7]=[CH:6][C:5]([CH:8]2[CH2:10][CH:9]2[CH2:11][C:12]([NH:28][NH2:29])=[O:14])=[CH:4][CH:3]=1. (5) Given the reactants CCN(CC)CC.[Si:8]([O:15]S(C(F)(F)F)(=O)=O)([C:11]([CH3:14])([CH3:13])[CH3:12])([CH3:10])[CH3:9].[CH3:23][O:24][C:25](=[O:69])[CH2:26][S:27][CH2:28][CH2:29][CH2:30][S:31][C@H:32]1[C:36](=O)[CH2:35][C@@H:34]([O:38][Si](C(C)(C)C)(C)C)[CH:33]1/[CH:46]=[CH:47]/[CH:48]([O:61][Si:62]([C:65]([CH3:68])([CH3:67])[CH3:66])([CH3:64])[CH3:63])[CH2:49][CH2:50][C:51]1[S:55][C:54]2[CH:56]=[CH:57][CH:58]=[CH:59][C:53]=2[C:52]=1[Cl:60].C([O-])(O)=O.[Na+], predict the reaction product. The product is: [CH3:23][O:24][C:25](=[O:69])[CH2:26][S:27][CH2:28][CH2:29][CH2:30][S:31][C@@H:32]1[CH:33](/[CH:46]=[CH:47]/[CH:48]([O:61][Si:62]([C:65]([CH3:66])([CH3:67])[CH3:68])([CH3:63])[CH3:64])[CH2:49][CH2:50][C:51]2[S:55][C:54]3[CH:56]=[CH:57][CH:58]=[CH:59][C:53]=3[C:52]=2[Cl:60])[C@H:34]([OH:38])[CH:35]=[C:36]1[O:15][Si:8]([C:11]([CH3:12])([CH3:13])[CH3:14])([CH3:9])[CH3:10]. (6) Given the reactants Br[C:2]1[CH:7]=[C:6]([F:8])[C:5]([F:9])=[CH:4][C:3]=1[Cl:10].[OH:11][C:12]1[CH:17]=[CH:16][C:15](B(O)O)=[CH:14][CH:13]=1.C(=O)([O-])[O-].[K+].[K+], predict the reaction product. The product is: [Cl:10][C:3]1[CH:4]=[C:5]([F:9])[C:6]([F:8])=[CH:7][C:2]=1[C:15]1[CH:16]=[CH:17][C:12]([OH:11])=[CH:13][CH:14]=1. (7) Given the reactants C[O:2][C:3](=O)[CH2:4][C:5]1[CH:6]=[C:7]2[C:12](=[CH:13][CH:14]=1)[N:11]=[CH:10][CH:9]=[CH:8]2.O.[NH2:17][NH2:18], predict the reaction product. The product is: [N:11]1[C:12]2[C:7](=[CH:6][C:5]([CH2:4][C:3]([NH:17][NH2:18])=[O:2])=[CH:14][CH:13]=2)[CH:8]=[CH:9][CH:10]=1. (8) Given the reactants [Br:1][C:2]1[CH:7]=[C:6]([CH3:8])[C:5]([NH:9][C:10]([NH:12][CH2:13][CH2:14]Cl)=[O:11])=[C:4]([CH2:16][CH3:17])[CH:3]=1.[H-].[Na+], predict the reaction product. The product is: [Br:1][C:2]1[CH:7]=[C:6]([CH3:8])[C:5]([N:9]2[CH2:14][CH2:13][NH:12][C:10]2=[O:11])=[C:4]([CH2:16][CH3:17])[CH:3]=1.